From a dataset of Forward reaction prediction with 1.9M reactions from USPTO patents (1976-2016). Predict the product of the given reaction. (1) Given the reactants [NH2:1][C:2]1[N:3]([C:17]2[CH:22]=[CH:21][CH:20]=[CH:19][CH:18]=2)[N:4]=[C:5]2[C:14]3[CH:13]=[CH:12][C:11]([NH2:15])=[CH:10][C:9]=3[NH:8][C:7](=[O:16])[C:6]=12.Cl[CH2:24][C:25](Cl)=[O:26].C(N(CC)CC)C.[CH3:35][N:36]1[CH2:41][CH2:40][NH:39][CH2:38][CH2:37]1, predict the reaction product. The product is: [NH2:1][C:2]1[N:3]([C:17]2[CH:22]=[CH:21][CH:20]=[CH:19][CH:18]=2)[N:4]=[C:5]2[C:14]3[CH:13]=[CH:12][C:11]([NH:15][C:25](=[O:26])[CH2:24][N:39]4[CH2:40][CH2:41][N:36]([CH3:35])[CH2:37][CH2:38]4)=[CH:10][C:9]=3[NH:8][C:7](=[O:16])[C:6]=12. (2) Given the reactants [C:1]1([CH2:7][CH2:8][N:9]2[C:14](=[O:15])[CH2:13][C:12](=[O:16])[N:11]([CH2:17][C:18]3[CH:23]=[CH:22][CH:21]=[CH:20][CH:19]=3)[C:10]2=[O:24])[CH:6]=[CH:5][CH:4]=[CH:3][CH:2]=1.C(N(C(C)C)CC)(C)C.[N:34]([CH2:37][C:38]([O:40]CC)=[O:39])=[C:35]=[O:36], predict the reaction product. The product is: [OH:15][C:14]1[N:9]([CH2:8][CH2:7][C:1]2[CH:2]=[CH:3][CH:4]=[CH:5][CH:6]=2)[C:10](=[O:24])[N:11]([CH2:17][C:18]2[CH:23]=[CH:22][CH:21]=[CH:20][CH:19]=2)[C:12](=[O:16])[C:13]=1[C:35]([NH:34][CH2:37][C:38]([OH:40])=[O:39])=[O:36].